From a dataset of Catalyst prediction with 721,799 reactions and 888 catalyst types from USPTO. Predict which catalyst facilitates the given reaction. (1) Reactant: [Br:1][C:2]1[CH:3]=[C:4]([C:9]([C:13]2[CH:18]=[CH:17][CH:16]=[CH:15][CH:14]=2)=[CH:10]OC)[C:5]([NH2:8])=[N:6][CH:7]=1.Cl(O)(=O)(=O)=O.CN. Product: [Br:1][C:2]1[CH:3]=[C:4]2[C:9]([C:13]3[CH:18]=[CH:17][CH:16]=[CH:15][CH:14]=3)=[CH:10][NH:8][C:5]2=[N:6][CH:7]=1. The catalyst class is: 12. (2) Reactant: [Br:1][C:2]1[CH:8]=[CH:7][C:5]([NH2:6])=[C:4]([F:9])[CH:3]=1.C(N(CC)CC)C.[C:17](Cl)(=[O:21])[CH:18]([CH3:20])[CH3:19]. Product: [Br:1][C:2]1[CH:8]=[CH:7][C:5]([NH:6][C:17](=[O:21])[CH:18]([CH3:20])[CH3:19])=[C:4]([F:9])[CH:3]=1. The catalyst class is: 4.